From a dataset of Forward reaction prediction with 1.9M reactions from USPTO patents (1976-2016). Predict the product of the given reaction. (1) Given the reactants [CH3:1][C:2]1[CH:7]=[CH:6][N+:5]([O-])=[CH:4][CH:3]=1.C[Si]([C:13]#[N:14])(C)C.CN(C)C(Cl)=O.C([O-])([O-])=O.[K+].[K+], predict the reaction product. The product is: [C:13]([C:6]1[CH:7]=[C:2]([CH3:1])[CH:3]=[CH:4][N:5]=1)#[N:14]. (2) The product is: [Cl:16][C:17]1[CH:22]=[CH:21][C:20]([S:23]([NH:1][C:2]2[CH:9]=[CH:8][C:5]([C:6]#[N:7])=[CH:4][CH:3]=2)(=[O:25])=[O:24])=[CH:19][CH:18]=1. Given the reactants [NH2:1][C:2]1[CH:9]=[CH:8][C:5]([C:6]#[N:7])=[CH:4][CH:3]=1.N1C=CC=CC=1.[Cl:16][C:17]1[CH:22]=[CH:21][C:20]([S:23](Cl)(=[O:25])=[O:24])=[CH:19][CH:18]=1, predict the reaction product.